This data is from Catalyst prediction with 721,799 reactions and 888 catalyst types from USPTO. The task is: Predict which catalyst facilitates the given reaction. Reactant: C([O:8][C:9](=[O:21])[CH2:10][C:11]1[C:16]([F:17])=[C:15]([F:18])[N:14]=[C:13]([F:19])[C:12]=1[Cl:20])C1C=CC=CC=1. Product: [Cl:20][C:12]1[C:13]([F:19])=[N:14][C:15]([F:18])=[C:16]([F:17])[C:11]=1[CH2:10][C:9]([OH:21])=[O:8]. The catalyst class is: 354.